Dataset: Experimentally validated miRNA-target interactions with 360,000+ pairs, plus equal number of negative samples. Task: Binary Classification. Given a miRNA mature sequence and a target amino acid sequence, predict their likelihood of interaction. (1) The miRNA is hsa-miR-378i with sequence ACUGGACUAGGAGUCAGAAGG. The protein sequence of the target gene is MWLYLAAFVGLYYLLHWYRERQVVSHLQDKYVFITGCDSGFGNLLARQLDARGLRVLAACLTEKGAEQLRGQTSDRLETVTLDVTKMESIAAATQWVKEHVGDRGLWGLVNNAGILTPITLCEWLNTEDSMNMLKVNLIGVIQVTLSMLPLVRRARGRIVNVSSILGRVAFFVGGYCVSKYGVEAFSDILRREIQHFGVKISIVEPGYFRTGMTNMTQSLERMKQSWKEAPKHIKETYGQQYFDALYNIMKEGLLNCSTNLNLVTDCMEHALTSVHPRTRYSAGWDAKFFFIPLSYLPTS.... Result: 0 (no interaction). (2) The miRNA is hsa-miR-3187-5p with sequence CCUGGGCAGCGUGUGGCUGAAGG. The protein sequence of the target gene is MAANGDSPPWSPALAAEGRGSSCEVRRERTPEARIHSVKRYPDLSPGPKGRSSADHAALNSIVSLQASVSFEDVTVDFSKEEWQHLDPAQRRLYWDVTLENYSHLLSVGYQIPKSEAAFKLEQGEGPWMLEGEAPHQSCSGEAIGKMQQQGIPGGIFFHCERFDQPIGEDSLCSILEELWQDNDQLEQRQENQNNLLSHVKVLIKERGYEHKNIEKIIHVTTKLVPSIKRLHNCDTILKHTLNSHNHNRNSATKNLGKIFGNGNNFPHSPSSTKNENAKTGANSCEHDHYEKHLSHKQAP.... Result: 0 (no interaction). (3) The miRNA is hsa-miR-4759 with sequence UAGGACUAGAUGUUGGAAUUA. The protein sequence of the target gene is MEGRSAAAETFVWVNNASAHSQSVAKAKYEFLFGRSEGKAPDTSDHGGSTLLPPNVTNEFPEYGTMEEGGEGLRASLEFDGEALPCHPQEQQGVQPLTGCHSGLDSVTEGPKDVREAPSQSHLKEQSLQPIDSLISALKATEARIISGTLQATKVLDQDAVSSFSVQQVEKELDTASRKTQRVNKTLPAGQKNLPEIPLSAEVTTEESFYLSIQKDLTALLTGDTQAEISQIMNNGRKGAVCVQEPSCPLASLGSSAVTCHSAGSVGFLKEQRSALGREHPGGCDRSSSMGRPGRVKHVE.... Result: 1 (interaction).